This data is from Forward reaction prediction with 1.9M reactions from USPTO patents (1976-2016). The task is: Predict the product of the given reaction. (1) Given the reactants FC(F)(F)C(O)=O.[C:8]1(=[C:14]([C:31]2[CH:36]=[CH:35][C:34]([OH:37])=[CH:33][CH:32]=2)[C:15]2[CH:20]=[CH:19][C:18](/[CH:21]=[CH:22]/[C:23]([O:25]C(C)(C)C)=[O:24])=[C:17]([CH3:30])[CH:16]=2)[CH2:13][CH2:12][CH2:11][CH2:10][CH2:9]1, predict the reaction product. The product is: [C:8]1(=[C:14]([C:31]2[CH:36]=[CH:35][C:34]([OH:37])=[CH:33][CH:32]=2)[C:15]2[CH:20]=[CH:19][C:18](/[CH:21]=[CH:22]/[C:23]([OH:25])=[O:24])=[C:17]([CH3:30])[CH:16]=2)[CH2:13][CH2:12][CH2:11][CH2:10][CH2:9]1. (2) Given the reactants [Br:1][C:2]1[CH:8]=[CH:7][C:5]([NH2:6])=[CH:4][CH:3]=1.[C:9](O[C:9]([O:11][C:12]([CH3:15])([CH3:14])[CH3:13])=[O:10])([O:11][C:12]([CH3:15])([CH3:14])[CH3:13])=[O:10].CCN(C(C)C)C(C)C, predict the reaction product. The product is: [C:12]([O:11][C:9](=[O:10])[NH:6][C:5]1[CH:7]=[CH:8][C:2]([Br:1])=[CH:3][CH:4]=1)([CH3:15])([CH3:14])[CH3:13]. (3) Given the reactants Br[C:2]1[CH:3]=[C:4]([CH2:8][NH:9][C:10]([C:12]2[CH:17]=[CH:16][CH:15]=[C:14]([C:18]([NH:20][CH2:21][C:22]3[C:23]([NH:35][CH:36]4[CH2:41][CH2:40][O:39][CH2:38][CH2:37]4)=[C:24]4[CH:32]=[N:31][N:30]([CH2:33][CH3:34])[C:25]4=[N:26][C:27]=3[CH2:28][CH3:29])=[O:19])[N:13]=2)=[O:11])[CH:5]=[CH:6][CH:7]=1.[CH:42]([C:44]1[CH:45]=[C:46](B(O)O)[CH:47]=[CH:48][CH:49]=1)=[O:43].C([O-])([O-])=O.[Na+].[Na+], predict the reaction product. The product is: [CH2:33]([N:30]1[C:25]2=[N:26][C:27]([CH2:28][CH3:29])=[C:22]([CH2:21][NH:20][C:18]([C:14]3[CH:15]=[CH:16][CH:17]=[C:12]([C:10]([NH:9][CH2:8][C:4]4[CH:3]=[C:2]([C:48]5[CH:47]=[CH:46][CH:45]=[C:44]([CH:42]=[O:43])[CH:49]=5)[CH:7]=[CH:6][CH:5]=4)=[O:11])[N:13]=3)=[O:19])[C:23]([NH:35][CH:36]3[CH2:41][CH2:40][O:39][CH2:38][CH2:37]3)=[C:24]2[CH:32]=[N:31]1)[CH3:34].